The task is: Predict the reactants needed to synthesize the given product.. This data is from Full USPTO retrosynthesis dataset with 1.9M reactions from patents (1976-2016). (1) Given the product [Br-:10].[OH:1][C:2]1[CH:7]=[CH:6][C:5]([C:8]([C:22]2[CH:27]=[CH:26][C:25]([OH:28])=[CH:24][CH:23]=2)([CH2:11][CH2:12][CH2:13][CH2:14][CH2:15][CH2:16][CH2:17][CH2:18][CH2:19][CH2:20][CH3:21])[CH2:9][P+:35]([C:36]2[CH:37]=[CH:38][CH:39]=[CH:40][CH:41]=2)([C:42]2[CH:47]=[CH:46][CH:45]=[CH:44][CH:43]=2)[C:29]2[CH:30]=[CH:31][CH:32]=[CH:33][CH:34]=2)=[CH:4][CH:3]=1, predict the reactants needed to synthesize it. The reactants are: [OH:1][C:2]1[CH:7]=[CH:6][C:5]([C:8]([C:22]2[CH:27]=[CH:26][C:25]([OH:28])=[CH:24][CH:23]=2)([CH2:11][CH2:12][CH2:13][CH2:14][CH2:15][CH2:16][CH2:17][CH2:18][CH2:19][CH2:20][CH3:21])[CH2:9][Br:10])=[CH:4][CH:3]=1.[C:29]1([P:35]([C:42]2[CH:47]=[CH:46][CH:45]=[CH:44][CH:43]=2)[C:36]2[CH:41]=[CH:40][CH:39]=[CH:38][CH:37]=2)[CH:34]=[CH:33][CH:32]=[CH:31][CH:30]=1. (2) Given the product [NH2:32][CH2:31][CH2:30][O:29][C:21]1[CH:22]=[C:23]2[C:27]([CH2:26][NH:25][C:24]2=[O:28])=[C:19]([C:16]2[CH:17]=[CH:18][C:13]([NH:12][C:10]([C:2]3[O:1][C:5]4[CH:6]=[CH:7][CH:8]=[CH:9][C:4]=4[CH:3]=3)=[O:11])=[CH:14][CH:15]=2)[CH:20]=1, predict the reactants needed to synthesize it. The reactants are: [O:1]1[C:5]2[CH:6]=[CH:7][CH:8]=[CH:9][C:4]=2[CH:3]=[C:2]1[C:10]([NH:12][C:13]1[CH:18]=[CH:17][C:16]([C:19]2[CH:20]=[C:21]([O:29][CH2:30][CH2:31][NH:32]C(=O)OC(C)(C)C)[CH:22]=[C:23]3[C:27]=2[CH2:26][NH:25][C:24]3=[O:28])=[CH:15][CH:14]=1)=[O:11].FC(F)(F)C(O)=O. (3) The reactants are: C(Cl)(=O)C(Cl)=O.CS(C)=O.[Cl:11][C:12]1[CH:13]=[C:14]([C@@H:18]2[C@@H:23]([C:24]3[CH:29]=[CH:28][C:27]([Cl:30])=[CH:26][CH:25]=3)[N:22]([C@@H:31]([CH2:34][CH3:35])[CH2:32][OH:33])[C:21](=[O:36])[C@@H:20]([CH2:37][C:38]([O:40][C:41]([CH3:44])([CH3:43])[CH3:42])=[O:39])[O:19]2)[CH:15]=[CH:16][CH:17]=1.C(N(CC)CC)C. Given the product [Cl:11][C:12]1[CH:13]=[C:14]([C@@H:18]2[C@@H:23]([C:24]3[CH:25]=[CH:26][C:27]([Cl:30])=[CH:28][CH:29]=3)[N:22]([C@@H:31]([CH2:34][CH3:35])[CH:32]=[O:33])[C:21](=[O:36])[C@@H:20]([CH2:37][C:38]([O:40][C:41]([CH3:42])([CH3:44])[CH3:43])=[O:39])[O:19]2)[CH:15]=[CH:16][CH:17]=1, predict the reactants needed to synthesize it. (4) Given the product [CH3:48][O:47][N:46]([CH3:45])[C:10]([C:2]1[N:1]=[C:9]2[CH:8]=[CH:7][CH:6]=[N:5][N:4]2[CH:3]=1)=[O:12], predict the reactants needed to synthesize it. The reactants are: [N:1]1[C:2]([C:10]([OH:12])=O)=[CH:3][N:4]2[C:9]=1[CH:8]=[CH:7][CH:6]=[N:5]2.CCN(C(C)C)C(C)C.Cl.C(N=C=NCCCN(C)C)C.OC1C2N=NNC=2C=CC=1.Cl.[CH3:45][NH:46][O:47][CH3:48]. (5) The reactants are: [CH2:1]([O:8][C:9]([NH:11][C@@H:12]([C:27]([O:29]C)=[O:28])[CH2:13][O:14][CH2:15][CH2:16][NH:17][CH2:18][C:19]1[CH:24]=[CH:23][C:22]([O:25][CH3:26])=[CH:21][CH:20]=1)=[O:10])[C:2]1[CH:7]=[CH:6][CH:5]=[CH:4][CH:3]=1.[OH-].[Na+]. Given the product [CH2:1]([O:8][C:9]([NH:11][C@@H:12]([C:27]([OH:29])=[O:28])[CH2:13][O:14][CH2:15][CH2:16][NH:17][CH2:18][C:19]1[CH:24]=[CH:23][C:22]([O:25][CH3:26])=[CH:21][CH:20]=1)=[O:10])[C:2]1[CH:3]=[CH:4][CH:5]=[CH:6][CH:7]=1, predict the reactants needed to synthesize it.